Binary Classification. Given a drug SMILES string, predict its activity (active/inactive) in a high-throughput screening assay against a specified biological target. From a dataset of Tyrosyl-DNA phosphodiesterase HTS with 341,365 compounds. (1) The compound is Clc1cc2c(c(SC(=S)N3CCOCC3)c(=O)[nH]c2cc1)c1ccccc1. The result is 0 (inactive). (2) The molecule is O=c1n(CCCC(=O)NCCc2cc(OC)c(OC)cc2)c2c(n3c1ccc3)cccc2. The result is 0 (inactive). (3) The drug is O=C(NC1CCCCCC1)CNC(=O)c1ccc(cc1)C. The result is 0 (inactive). (4) The drug is S(c1n(C(COC)C)c(=O)c2c(n1)cccc2)Cc1oc(c(c1)C(OC)=O)C. The result is 0 (inactive).